Dataset: NCI-60 drug combinations with 297,098 pairs across 59 cell lines. Task: Regression. Given two drug SMILES strings and cell line genomic features, predict the synergy score measuring deviation from expected non-interaction effect. (1) Drug 1: CC(C1=C(C=CC(=C1Cl)F)Cl)OC2=C(N=CC(=C2)C3=CN(N=C3)C4CCNCC4)N. Drug 2: COC1=CC(=CC(=C1O)OC)C2C3C(COC3=O)C(C4=CC5=C(C=C24)OCO5)OC6C(C(C7C(O6)COC(O7)C8=CC=CS8)O)O. Cell line: U251. Synergy scores: CSS=33.8, Synergy_ZIP=-1.01, Synergy_Bliss=-1.74, Synergy_Loewe=-9.75, Synergy_HSA=-1.42. (2) Drug 1: COC1=C2C(=CC3=C1OC=C3)C=CC(=O)O2. Synergy scores: CSS=4.84, Synergy_ZIP=-8.53, Synergy_Bliss=-14.9, Synergy_Loewe=-35.6, Synergy_HSA=-11.8. Cell line: MALME-3M. Drug 2: CCC1(C2=C(COC1=O)C(=O)N3CC4=CC5=C(C=CC(=C5CN(C)C)O)N=C4C3=C2)O.Cl. (3) Synergy scores: CSS=1.23, Synergy_ZIP=-1.23, Synergy_Bliss=-4.10, Synergy_Loewe=-4.99, Synergy_HSA=-6.71. Drug 1: C1=CC=C(C(=C1)C(C2=CC=C(C=C2)Cl)C(Cl)Cl)Cl. Cell line: T-47D. Drug 2: C1C(C(OC1N2C=NC(=NC2=O)N)CO)O. (4) Drug 1: C(=O)(N)NO. Drug 2: CNC(=O)C1=NC=CC(=C1)OC2=CC=C(C=C2)NC(=O)NC3=CC(=C(C=C3)Cl)C(F)(F)F. Cell line: MDA-MB-231. Synergy scores: CSS=3.07, Synergy_ZIP=0.261, Synergy_Bliss=1.07, Synergy_Loewe=1.19, Synergy_HSA=-0.0658. (5) Drug 1: CN(C(=O)NC(C=O)C(C(C(CO)O)O)O)N=O. Drug 2: C1CCC(C(C1)N)N.C(=O)(C(=O)[O-])[O-].[Pt+4]. Cell line: IGROV1. Synergy scores: CSS=5.28, Synergy_ZIP=-6.84, Synergy_Bliss=-8.53, Synergy_Loewe=-7.64, Synergy_HSA=-5.94.